This data is from Reaction yield outcomes from USPTO patents with 853,638 reactions. The task is: Predict the reaction yield, written as a fraction of the theoretical maximum amount of product (1.0 means a 100% yield; for example, 0.34 means a 34% yield). (1) The reactants are [CH3:1][O:2][C:3]1[C:4]([N+:16]([O-:18])=[O:17])=[C:5]([CH:9]=[C:10]([O:14][CH3:15])[C:11]=1[O:12][CH3:13])[C:6]([OH:8])=O.C(Cl)(=O)C(Cl)=O.[NH2:25][C:26]1[CH:31]=[CH:30][C:29]([Br:32])=[CH:28][N:27]=1.N1C=CC=CC=1. The catalyst is ClCCl.CN(C)C=O. The product is [Br:32][C:29]1[CH:30]=[CH:31][C:26]([NH:25][C:6]([C:5]2[CH:9]=[C:10]([O:14][CH3:15])[C:11]([O:12][CH3:13])=[C:3]([O:2][CH3:1])[C:4]=2[N+:16]([O-:18])=[O:17])=[O:8])=[N:27][CH:28]=1. The yield is 0.980. (2) The reactants are [F:1][C:2]1[CH:7]=[C:6]([NH2:8])[CH:5]=[CH:4][C:3]=1[OH:9].[Cl:10][C:11]1[CH:16]=[C:15](Cl)[CH:14]=[CH:13][N:12]=1. No catalyst specified. The product is [Cl:10][C:11]1[CH:16]=[C:15]([O:9][C:3]2[CH:4]=[CH:5][C:6]([NH2:8])=[CH:7][C:2]=2[F:1])[CH:14]=[CH:13][N:12]=1. The yield is 0.670. (3) The reactants are [F:1][C:2]([F:7])([F:6])[C:3]([OH:5])=[O:4].[C:8]1([C:14]2[CH:19]=[C:18]([CH:20]3[CH2:25][CH2:24][NH:23][CH2:22][CH2:21]3)[CH:17]=[CH:16][C:15]=2[NH:26][C:27]([C:29]2[NH:30][CH:31]=[C:32]([C:34]#[N:35])[N:33]=2)=[O:28])[CH2:13][CH2:12][CH2:11][CH2:10][CH:9]=1.[N:36]1[CH:41]=[CH:40][CH:39]=[CH:38][C:37]=1[CH:42]=O.CCN(CC)CC.C(O[BH-](OC(=O)C)OC(=O)C)(=O)C.[Na+]. The catalyst is ClCCCl. The product is [F:1][C:2]([F:7])([F:6])[C:3]([OH:5])=[O:4].[C:8]1([C:14]2[CH:19]=[C:18]([CH:20]3[CH2:21][CH2:22][N:23]([CH2:42][C:37]4[CH:38]=[CH:39][CH:40]=[CH:41][N:36]=4)[CH2:24][CH2:25]3)[CH:17]=[CH:16][C:15]=2[NH:26][C:27]([C:29]2[NH:30][CH:31]=[C:32]([C:34]#[N:35])[N:33]=2)=[O:28])[CH2:13][CH2:12][CH2:11][CH2:10][CH:9]=1. The yield is 0.780.